This data is from Forward reaction prediction with 1.9M reactions from USPTO patents (1976-2016). The task is: Predict the product of the given reaction. (1) Given the reactants [CH3:1][O:2][C:3]1[CH:4]=[C:5]([NH2:11])[CH:6]=[C:7]([O:9][CH3:10])[CH:8]=1.[N+:12]([C:15]1[CH:23]=[CH:22][C:18]([C:19](Cl)=[O:20])=[CH:17][CH:16]=1)([O-:14])=[O:13], predict the reaction product. The product is: [CH3:10][O:9][C:7]1[CH:6]=[C:5]([NH:11][C:19](=[O:20])[C:18]2[CH:17]=[CH:16][C:15]([N+:12]([O-:14])=[O:13])=[CH:23][CH:22]=2)[CH:4]=[C:3]([O:2][CH3:1])[CH:8]=1. (2) Given the reactants [Cl:1][C:2]1[CH:3]=[N:4][C:5]2[N:6]([N:8]=[C:9]([C:11]([OH:13])=O)[CH:10]=2)[CH:7]=1.[CH3:14][CH:15]1[C:20]2[CH:21]=[C:22]([C:24]([F:27])([F:26])[F:25])[S:23][C:19]=2[CH2:18][CH2:17][NH:16]1, predict the reaction product. The product is: [Cl:1][C:2]1[CH:3]=[N:4][C:5]2[N:6]([N:8]=[C:9]([C:11]([N:16]3[CH2:17][CH2:18][C:19]4[S:23][C:22]([C:24]([F:25])([F:27])[F:26])=[CH:21][C:20]=4[CH:15]3[CH3:14])=[O:13])[CH:10]=2)[CH:7]=1.